Binary Classification. Given a drug SMILES string, predict its activity (active/inactive) in a high-throughput screening assay against a specified biological target. From a dataset of Cav3 T-type calcium channel HTS with 100,875 compounds. (1) The result is 0 (inactive). The molecule is Fc1ccc(OCCOC(=O)c2nn3c(cc(nc3n2)C)C)cc1. (2) The molecule is O1CCN(CCN2C(\C(C(=O)C2=O)=C(\O)c2ccc(OC)cc2)c2ncccc2)CC1. The result is 0 (inactive). (3) The result is 0 (inactive). The compound is O=C1C=2C(NC(=O)NC2c2c1cccc2)c1ccccc1. (4) The compound is o1nc(cc1c1c(OC)cccc1)C(=O)NCc1ccccc1. The result is 0 (inactive). (5) The compound is O=C1C(C2C=3C(n4n(C(C13)C)c(=O)n(c4=O)c1ccccc1)CC(=CC2C(OC)=O)C(OC)=O)(CC)CC. The result is 0 (inactive). (6) The drug is S=C(Nc1cc2nc(c(nc2cc1)c1ncccc1)c1ncccc1)NCCCO. The result is 0 (inactive).